This data is from Full USPTO retrosynthesis dataset with 1.9M reactions from patents (1976-2016). The task is: Predict the reactants needed to synthesize the given product. (1) Given the product [C:1]1([P:11]([C:25]2[C:34]3[C:29](=[CH:30][CH:31]=[CH:32][CH:33]=3)[CH:28]=[CH:27][CH:26]=2)[C:12]2[CH:17]=[CH:16][CH:15]=[CH:14][C:13]=2[PH2:18])[C:10]2[C:5](=[CH:6][CH:7]=[CH:8][CH:9]=2)[CH:4]=[CH:3][CH:2]=1, predict the reactants needed to synthesize it. The reactants are: [C:1]1([P:11]([C:25]2[C:34]3[C:29](=[CH:30][CH:31]=[CH:32][CH:33]=3)[CH:28]=[CH:27][CH:26]=2)[C:12]2[CH:17]=[CH:16][CH:15]=[CH:14][C:13]=2[P:18](OCC)OCC)[C:10]2[C:5](=[CH:6][CH:7]=[CH:8][CH:9]=2)[CH:4]=[CH:3][CH:2]=1.[H-].[Al+3].[Li+].[H-].[H-].[H-].Cl[Si](C)(C)C. (2) Given the product [CH3:1][O:2][C:3](=[O:13])[C:4]1[CH:9]=[CH:8][C:7]([O:10][CH3:11])=[N:6][C:5]=1[S:17][CH:15]([CH3:16])[CH3:14], predict the reactants needed to synthesize it. The reactants are: [CH3:1][O:2][C:3](=[O:13])[C:4]1[CH:9]=[CH:8][C:7]([O:10][CH3:11])=[N:6][C:5]=1Cl.[CH3:14][CH:15]([SH:17])[CH3:16].